Dataset: Reaction yield outcomes from USPTO patents with 853,638 reactions. Task: Predict the reaction yield, written as a fraction of the theoretical maximum amount of product (1.0 means a 100% yield; for example, 0.34 means a 34% yield). The reactants are [N:1]1[CH:6]=[CH:5][CH:4]=[CH:3][C:2]=1[CH2:7][OH:8].[H-].[Na+].Cl[C:12]1[N:13]=[CH:14][C:15]([C:18]([NH:20][C:21]2[CH:26]=[C:25]([C:27]([NH:29][CH:30]3[CH2:32][CH2:31]3)=[O:28])[CH:24]=[CH:23][C:22]=2[CH3:33])=[O:19])=[N:16][CH:17]=1. The catalyst is CN1C(=O)CCC1. The product is [CH:30]1([NH:29][C:27]([C:25]2[CH:24]=[CH:23][C:22]([CH3:33])=[C:21]([NH:20][C:18]([C:15]3[CH:14]=[N:13][C:12]([O:8][CH2:7][C:2]4[CH:3]=[CH:4][CH:5]=[CH:6][N:1]=4)=[CH:17][N:16]=3)=[O:19])[CH:26]=2)=[O:28])[CH2:32][CH2:31]1. The yield is 0.200.